From a dataset of Forward reaction prediction with 1.9M reactions from USPTO patents (1976-2016). Predict the product of the given reaction. (1) Given the reactants [Si]([O:8][C@H:9]([C:29]1[CH:34]=[CH:33][CH:32]=[C:31]([Cl:35])[CH:30]=1)[C@:10]([NH:19][C@@H:20]([CH2:27][CH3:28])[CH2:21][S:22][C:23]([CH3:26])([CH3:25])[CH3:24])([C:12]1[CH:17]=[CH:16][C:15]([Cl:18])=[CH:14][CH:13]=1)[CH3:11])(C(C)(C)C)(C)C.[F-].C([N+](CCCC)(CCCC)CCCC)CCC, predict the reaction product. The product is: [C:23]([S:22][CH2:21][C@@H:20]([NH:19][C@@:10]([C:12]1[CH:17]=[CH:16][C:15]([Cl:18])=[CH:14][CH:13]=1)([CH3:11])[C@@H:9]([C:29]1[CH:34]=[CH:33][CH:32]=[C:31]([Cl:35])[CH:30]=1)[OH:8])[CH2:27][CH3:28])([CH3:24])([CH3:25])[CH3:26]. (2) Given the reactants [Cl:1][C:2]1[CH:3]=[C:4]([CH:23]=[CH:24][C:25]=1[Cl:26])[CH2:5][N:6]([CH3:22])[C:7]([C:9]1[CH2:10][N:11]([CH2:16][CH:17](OC)OC)[C:12](=[O:15])[C:13]=1[OH:14])=[O:8].[CH3:27][CH:28]1[O:33][CH:32]([CH3:34])[CH2:31][NH:30][CH2:29]1, predict the reaction product. The product is: [Cl:1][C:2]1[CH:3]=[C:4]([CH:23]=[CH:24][C:25]=1[Cl:26])[CH2:5][N:6]([CH3:22])[C:7]([C:9]1[CH2:10][N:11]([CH2:16][CH2:17][N:30]2[CH2:29][CH:28]([CH3:27])[O:33][CH:32]([CH3:34])[CH2:31]2)[C:12](=[O:15])[C:13]=1[OH:14])=[O:8]. (3) Given the reactants [NH:1]1[C:9]2[C:4](=[CH:5][CH:6]=[C:7]([C:10]([O:12][CH3:13])=[O:11])[CH:8]=2)[CH:3]=[CH:2]1.Br[CH2:15][CH2:16][O:17][C:18]1[CH:25]=[CH:24][C:21]([CH:22]=[O:23])=[CH:20][CH:19]=1, predict the reaction product. The product is: [CH:22]([C:21]1[CH:24]=[CH:25][C:18]([O:17][CH2:16][CH2:15][N:1]2[C:9]3[C:4](=[CH:5][CH:6]=[C:7]([C:10]([O:12][CH3:13])=[O:11])[CH:8]=3)[CH:3]=[CH:2]2)=[CH:19][CH:20]=1)=[O:23]. (4) Given the reactants [C:1]([N:8]1[CH2:13][CH2:12][CH:11]([O:14][C:15]2[CH:20]=[CH:19][C:18](Br)=[CH:17][CH:16]=2)[CH2:10][CH2:9]1)([O:3][C:4]([CH3:7])([CH3:6])[CH3:5])=[O:2].P([O-])([O-])([O-])=O.[K+].[K+].[K+].[CH:30]1(B(O)O)[CH2:32][CH2:31]1.C1(C)C=CC=CC=1, predict the reaction product. The product is: [C:4]([O:3][C:1]([N:8]1[CH2:13][CH2:12][CH:11]([O:14][C:15]2[CH:20]=[CH:19][C:18]([CH:30]3[CH2:32][CH2:31]3)=[CH:17][CH:16]=2)[CH2:10][CH2:9]1)=[O:2])([CH3:7])([CH3:6])[CH3:5]. (5) Given the reactants ClC(Cl)(O[C:5](=[O:11])OC(Cl)(Cl)Cl)Cl.[CH:13]1([CH2:16][NH:17][C:18](=[O:32])[C:19]2[CH:24]=[C:23]([N+:25]([O-:27])=[O:26])[CH:22]=[CH:21][C:20]=2[NH:28][CH:29]([CH3:31])[CH3:30])[CH2:15][CH2:14]1.C(=O)([O-])O.[Na+], predict the reaction product. The product is: [CH:13]1([CH2:16][N:17]2[C:18](=[O:32])[C:19]3[C:20](=[CH:21][CH:22]=[C:23]([N+:25]([O-:27])=[O:26])[CH:24]=3)[N:28]([CH:29]([CH3:31])[CH3:30])[C:5]2=[O:11])[CH2:15][CH2:14]1. (6) The product is: [OH:8][CH2:7][C:5]1([CH2:12][OH:14])[CH2:6][CH:4]1[CH2:1][Br:17]. Given the reactants [CH2:1]([CH:4]1[CH2:6][C:5]1([C:12]([O:14]CC)=O)[C:7](OCC)=[O:8])C=C.[Br-:17], predict the reaction product. (7) Given the reactants C(OC([NH:8][CH:9]1[CH2:12][N:11]([C:13]2[C:26]([C:27]#[N:28])=[CH:25][C:16]([C:17]([O:19][CH2:20][C:21](C)(C)C)=[O:18])=[C:15]([CH3:29])[N:14]=2)[CH2:10]1)=O)(C)(C)C.[C:30]([OH:36])([C:32]([F:35])([F:34])[F:33])=[O:31], predict the reaction product. The product is: [F:33][C:32]([F:35])([F:34])[C:30]([OH:36])=[O:31].[F:33][C:32]([F:35])([F:34])[C:30]([OH:36])=[O:31].[NH2:8][CH:9]1[CH2:10][N:11]([C:13]2[C:26]([C:27]#[N:28])=[CH:25][C:16]([C:17]([O:19][CH2:20][CH3:21])=[O:18])=[C:15]([CH3:29])[N:14]=2)[CH2:12]1. (8) Given the reactants [Cl:1][C:2]1[N:3]=[CH:4][CH:5]=[C:6]2[CH:10]=[C:9]([CH:11]([C:13]3[CH:18]=[CH:17][CH:16]=[CH:15][CH:14]=3)[OH:12])[NH:8][C:7]=12, predict the reaction product. The product is: [Cl:1][C:2]1[N:3]=[CH:4][CH:5]=[C:6]2[CH:10]=[C:9]([C:11]([C:13]3[CH:14]=[CH:15][CH:16]=[CH:17][CH:18]=3)=[O:12])[NH:8][C:7]=12. (9) Given the reactants [CH3:1][NH:2][S:3]([CH3:6])(=[O:5])=[O:4].N1C=CC=CC=1.[C:13]([O:17][CH2:18][S:19][S:19][CH2:18][O:17][C:13](=[O:16])[CH2:14][CH3:15])(=[O:16])[CH2:14][CH3:15].BrBr, predict the reaction product. The product is: [CH3:1][N:2]([S:19][CH2:18][O:17][C:13](=[O:16])[CH2:14][CH3:15])[S:3]([CH3:6])(=[O:5])=[O:4].